This data is from Forward reaction prediction with 1.9M reactions from USPTO patents (1976-2016). The task is: Predict the product of the given reaction. (1) Given the reactants [C:1]([O:5][C:6](=[O:48])[NH:7][CH:8]([C:42]1[CH:47]=[CH:46][CH:45]=[CH:44][CH:43]=1)[C:9](N1CCCCC1C(=O)NC1C=CC(C#CC2C(C3C=C(C)C=CC=3O)=NN(C)C=2)=CC=1)=[O:10])([CH3:4])([CH3:3])[CH3:2].[Cl:49][C:50]1[CH:51]=[CH:52][C:53]([OH:79])=[C:54]([C:56]2[C:60]([C:61]#[C:62][C:63]3[CH:68]=[CH:67][C:66]([NH:69][C:70]([CH:72]4[CH2:77][O:76][CH2:75][CH2:74][NH:73]4)=[O:71])=[CH:65][CH:64]=3)=[CH:59][N:58]([CH3:78])[N:57]=2)[CH:55]=1.N(C(OC(C)(C)C)=O)[C@@H](C(O)=O)C1C=CC=CC=1, predict the reaction product. The product is: [C:1]([O:5][C:6](=[O:48])[NH:7][CH:8]([C:42]1[CH:43]=[CH:44][CH:45]=[CH:46][CH:47]=1)[C:9]([N:73]1[CH2:74][CH2:75][O:76][CH2:77][CH:72]1[C:70](=[O:71])[NH:69][C:66]1[CH:65]=[CH:64][C:63]([C:62]#[C:61][C:60]2[C:56]([C:54]3[CH:55]=[C:50]([Cl:49])[CH:51]=[CH:52][C:53]=3[OH:79])=[N:57][N:58]([CH3:78])[CH:59]=2)=[CH:68][CH:67]=1)=[O:10])([CH3:4])([CH3:2])[CH3:3]. (2) Given the reactants [N+:1]([C:4]1[CH:9]=[CH:8][CH:7]=[CH:6][C:5]=1[S:10](Cl)(=[O:12])=[O:11])([O-:3])=[O:2].[NH2:14][CH:15]1[CH2:20][CH2:19][N:18]([CH2:21][C:22]2[CH:27]=[CH:26][CH:25]=[CH:24][CH:23]=2)[CH2:17][CH2:16]1.C(N(CC)CC)C, predict the reaction product. The product is: [N+:1]([C:4]1[CH:9]=[CH:8][CH:7]=[CH:6][C:5]=1[S:10]([NH:14][CH:15]1[CH2:20][CH2:19][N:18]([CH2:21][C:22]2[CH:27]=[CH:26][CH:25]=[CH:24][CH:23]=2)[CH2:17][CH2:16]1)(=[O:12])=[O:11])([O-:3])=[O:2]. (3) Given the reactants B(F)(F)F.CCOCC.[CH:10]([O:17][CH2:18][CH3:19])([O:14][CH2:15][CH3:16])OCC.[CH3:20][C:21]([O:26][C:27](=[O:29])[CH3:28])([CH3:25])[C:22](=[O:24])[CH3:23].C(N(CC)C(C)C)(C)C.C(=O)([O-])O.[Na+], predict the reaction product. The product is: [CH2:18]([O:17][CH:10]([O:14][CH2:15][CH3:16])[CH2:23][C:22](=[O:24])[C:21]([O:26][C:27](=[O:29])[CH3:28])([CH3:25])[CH3:20])[CH3:19]. (4) Given the reactants [OH:1][C:2]1[C:11]2[C:6](=[CH:7][CH:8]=[CH:9][CH:10]=2)[C:5]([CH3:15])([CH2:12][CH2:13][CH3:14])[C:4](=[O:16])[C:3]=1[C:17]1[NH:22][C:21]2[CH:23]=[CH:24][C:25]([O:27][CH2:28][C:29]([NH2:31])=[O:30])=[CH:26][C:20]=2[S:19](=[O:33])(=[O:32])[N:18]=1.[OH-].[Na+:35], predict the reaction product. The product is: [NH2:31][C:29](=[O:30])[CH2:28][O:27][C:25]1[CH:24]=[CH:23][C:21]2[NH:22][C:17]([C:3]3[C:4](=[O:16])[C:5]([CH3:15])([CH2:12][CH2:13][CH3:14])[C:6]4[C:11](=[CH:10][CH:9]=[CH:8][CH:7]=4)[C:2]=3[O-:1])=[N:18][S:19](=[O:32])(=[O:33])[C:20]=2[CH:26]=1.[Na+:35]. (5) The product is: [N:11]1[C:12]2[C:7](=[CH:6][CH:5]=[C:4]([C:19]3[S:23][C:22]([NH:24][C:25](=[O:31])[O:26][C:27]([CH3:29])([CH3:28])[CH3:30])=[N:21][CH:20]=3)[CH:13]=2)[CH:8]=[N:9][CH:10]=1. Given the reactants [Li+].[Cl-].Br[C:4]1[CH:13]=[C:12]2[C:7]([CH:8]=[N:9][CH:10]=[N:11]2)=[CH:6][CH:5]=1.C([Sn](CCCC)(CCCC)[C:19]1[S:23][C:22]([NH:24][C:25](=[O:31])[O:26][C:27]([CH3:30])([CH3:29])[CH3:28])=[N:21][CH:20]=1)CCC.CN(C=O)C, predict the reaction product. (6) Given the reactants [CH3:1][O:2][C:3]1[CH:11]=[C:10]([C:12]([F:15])([F:14])[F:13])[CH:9]=[CH:8][C:4]=1[C:5]([OH:7])=O.C([O:18][C:19](=[O:41])[C:20]([O:23][C:24]1[CH:29]=[CH:28][C:27]([O:30][C:31]2[CH:36]=[CH:35][CH:34]=[C:33]([CH2:37][NH2:38])[CH:32]=2)=[CH:26][C:25]=1[CH2:39]C)([CH3:22])[CH3:21])C, predict the reaction product. The product is: [CH3:1][O:2][C:3]1[CH:11]=[C:10]([C:12]([F:15])([F:14])[F:13])[CH:9]=[CH:8][C:4]=1[C:5]([NH:38][CH2:37][C:33]1[CH:32]=[C:31]([CH:36]=[CH:35][CH:34]=1)[O:30][C:27]1[CH:28]=[CH:29][C:24]([O:23][C:20]([CH3:22])([CH3:21])[C:19]([OH:41])=[O:18])=[C:25]([CH3:39])[CH:26]=1)=[O:7]. (7) Given the reactants C(O[C:4]([C:6]1[NH:7][C:8]2[C:13]([CH:14]=1)=[CH:12][C:11]([N+:15]([O-:17])=[O:16])=[CH:10][CH:9]=2)=[O:5])C.C1(C)C=CC=CC=1.CCOCC.[CH2:30]([NH:32][CH2:33][CH2:34][NH2:35])[CH3:31], predict the reaction product. The product is: [CH2:30]([NH:32][CH2:33][CH2:34][NH:35][C:4]([C:6]1[NH:7][C:8]2[C:13]([CH:14]=1)=[CH:12][C:11]([N+:15]([O-:17])=[O:16])=[CH:10][CH:9]=2)=[O:5])[CH3:31].